From a dataset of Reaction yield outcomes from USPTO patents with 853,638 reactions. Predict the reaction yield, written as a fraction of the theoretical maximum amount of product (1.0 means a 100% yield; for example, 0.34 means a 34% yield). (1) The reactants are [C:1]([CH2:4][C:5]1[CH:10]=[CH:9][CH:8]=[CH:7][C:6]=1[CH2:11][C:12](O)=[O:13])(O)=[O:2].B.[H][H]. The catalyst is C1COCC1. The product is [OH:2][CH2:1][CH2:4][C:5]1[CH:10]=[CH:9][CH:8]=[CH:7][C:6]=1[CH2:11][CH2:12][OH:13]. The yield is 0.800. (2) The yield is 0.500. The catalyst is C1(OC2C=CC=CC=2)C=CC=CC=1. The reactants are [Se](=O)=[O:2].[C:4]([C@H:8]1[CH2:13][CH2:12][C@H:11]([O:14][C:15]2[CH:24]=[C:23]3[C:18]([CH:19]=[C:20]([CH3:25])[N:21]=[CH:22]3)=[CH:17][CH:16]=2)[CH2:10][CH2:9]1)([CH3:7])([CH3:6])[CH3:5]. The product is [C:4]([C@H:8]1[CH2:13][CH2:12][C@H:11]([O:14][C:15]2[CH:24]=[C:23]3[C:18]([CH:19]=[C:20]([CH:25]=[O:2])[N:21]=[CH:22]3)=[CH:17][CH:16]=2)[CH2:10][CH2:9]1)([CH3:7])([CH3:6])[CH3:5]. (3) The reactants are Br[C:2]1[CH:3]=[C:4]2[C:9](=[CH:10][CH:11]=1)[N:8]=[CH:7][N:6]([C:12](=[O:16])[CH2:13][CH2:14][OH:15])[C:5]2=[O:17].[Cl:18][C:19]1[CH:24]=[CH:23][CH:22]=[C:21]([O:25][CH3:26])[C:20]=1B(O)O.C(=O)([O-])[O-].[K+].[K+].C1(P(C2C=CC=CC=2)C2C=CC=CC=2)C=CC=CC=1.C(=O)(O)[O-]. The catalyst is CN(C)C(=O)C.C(O)C.O.C1C=CC(/C=C/C(/C=C/C2C=CC=CC=2)=O)=CC=1.C1C=CC(/C=C/C(/C=C/C2C=CC=CC=2)=O)=CC=1.C1C=CC(/C=C/C(/C=C/C2C=CC=CC=2)=O)=CC=1.[Pd].[Pd].C(Cl)Cl. The product is [Cl:18][C:19]1[CH:24]=[CH:23][CH:22]=[C:21]([O:25][CH3:26])[C:20]=1[C:2]1[CH:3]=[C:4]2[C:9](=[CH:10][CH:11]=1)[N:8]=[CH:7][N:6]([C:12](=[O:16])[CH2:13][CH2:14][OH:15])[C:5]2=[O:17]. The yield is 0.243. (4) The reactants are F[P-](F)(F)(F)(F)F.N1(OC(N(C)C)=[N+](C)C)C2[N:13]=[CH:14][CH:15]=[CH:16][C:11]=2N=N1.[CH3:25][O:26][C:27]([NH:29][C:30]1[CH:38]=[CH:37][C:36]([C:39]2[CH:40]=[C:41]3[C:47]([C:48]4[CH:53]=[CH:52][CH:51]=[CH:50][C:49]=4[O:54][CH3:55])=[CH:46][N:45](S(C4C=CC(C)=CC=4)(=O)=O)[C:42]3=[N:43][CH:44]=2)=[CH:35][C:31]=1[C:32]([OH:34])=O)=[O:28].N1CCCC1.C(N(C(C)C)CC)(C)C.[OH-].[Na+]. The catalyst is CN(C)C=O.C(O)(=O)C.CO. The yield is 0.360. The product is [CH3:25][O:26][C:27](=[O:28])[NH:29][C:30]1[CH:38]=[CH:37][C:36]([C:39]2[CH:40]=[C:41]3[C:47]([C:48]4[CH:53]=[CH:52][CH:51]=[CH:50][C:49]=4[O:54][CH3:55])=[CH:46][NH:45][C:42]3=[N:43][CH:44]=2)=[CH:35][C:31]=1[C:32]([N:13]1[CH2:14][CH2:15][CH2:16][CH2:11]1)=[O:34]. (5) The catalyst is CO. The product is [C:1]([O:5][C:6]([N:8]1[CH2:9][CH2:10][N:11]([C:14]2[C:15]3[CH2:23][CH2:22][C@H:21]([CH3:24])[NH:20][C:16]=3[N:17]=[CH:18][N:19]=2)[CH2:12][CH2:13]1)=[O:7])([CH3:4])([CH3:2])[CH3:3]. The yield is 0.630. The reactants are [C:1]([O:5][C:6]([N:8]1[CH2:13][CH2:12][N:11]([C:14]2[C:15]3[CH2:23][CH2:22][C@H:21]([CH3:24])[N:20](C(=O)C(OC)(C4C=CC=CC=4)C(F)(F)F)[C:16]=3[N:17]=[CH:18][N:19]=2)[CH2:10][CH2:9]1)=[O:7])([CH3:4])([CH3:3])[CH3:2].[Li+].[OH-].Cl.